Dataset: Forward reaction prediction with 1.9M reactions from USPTO patents (1976-2016). Task: Predict the product of the given reaction. (1) The product is: [Cl:15][C:16]1[CH:17]=[CH:18][C:19]([CH2:38][NH:54][C:51]2[CH:50]=[CH:49][C:48]([C:43]3[CH:44]=[CH:45][C:46]([F:47])=[C:41]([F:40])[CH:42]=3)=[CH:53][CH:52]=2)=[C:20]([C:22]2[CH:23]=[CH:24][C:25]([C:28]([NH:30][CH2:31][CH2:32][C:33]([O:35][CH2:36][CH3:37])=[O:34])=[O:29])=[N:26][CH:27]=2)[CH:21]=1. Given the reactants [BH-](OC(C)=O)(OC(C)=O)OC(C)=O.[Na+].[Cl:15][C:16]1[CH:17]=[CH:18][C:19]([CH:38]=O)=[C:20]([C:22]2[CH:23]=[CH:24][C:25]([C:28]([NH:30][CH2:31][CH2:32][C:33]([O:35][CH2:36][CH3:37])=[O:34])=[O:29])=[N:26][CH:27]=2)[CH:21]=1.[F:40][C:41]1[CH:42]=[C:43]([C:48]2[CH:53]=[CH:52][C:51]([NH2:54])=[CH:50][CH:49]=2)[CH:44]=[CH:45][C:46]=1[F:47], predict the reaction product. (2) Given the reactants CC1(C)COC2(CCC(CCN[C@H](C3C=CC(OC(F)(F)F)=CC=3)C)(O)CC2)OC1.ClC(Cl)(OC(=O)OC(Cl)(Cl)Cl)Cl.CC1(C)CO[C:47]2([CH2:71][CH2:70][C:50]3([O:55][C:54](=[O:56])[N:53]([C@H:57]([C:59]4[CH:64]=[CH:63][C:62]([O:65][C:66]([F:69])([F:68])[F:67])=[CH:61][CH:60]=4)[CH3:58])[CH2:52][CH2:51]3)[CH2:49][CH2:48]2)[O:46]C1, predict the reaction product. The product is: [F:69][C:66]([F:67])([F:68])[O:65][C:62]1[CH:63]=[CH:64][C:59]([C@@H:57]([N:53]2[CH2:52][CH2:51][C:50]3([CH2:49][CH2:48][C:47](=[O:46])[CH2:71][CH2:70]3)[O:55][C:54]2=[O:56])[CH3:58])=[CH:60][CH:61]=1.